Dataset: NCI-60 drug combinations with 297,098 pairs across 59 cell lines. Task: Regression. Given two drug SMILES strings and cell line genomic features, predict the synergy score measuring deviation from expected non-interaction effect. (1) Drug 1: CCC1=CC2CC(C3=C(CN(C2)C1)C4=CC=CC=C4N3)(C5=C(C=C6C(=C5)C78CCN9C7C(C=CC9)(C(C(C8N6C)(C(=O)OC)O)OC(=O)C)CC)OC)C(=O)OC.C(C(C(=O)O)O)(C(=O)O)O. Drug 2: CC(C)CN1C=NC2=C1C3=CC=CC=C3N=C2N. Cell line: OVCAR-5. Synergy scores: CSS=44.8, Synergy_ZIP=0.792, Synergy_Bliss=-0.689, Synergy_Loewe=-8.44, Synergy_HSA=-0.702. (2) Drug 1: CC1OCC2C(O1)C(C(C(O2)OC3C4COC(=O)C4C(C5=CC6=C(C=C35)OCO6)C7=CC(=C(C(=C7)OC)O)OC)O)O. Drug 2: C1C(C(OC1N2C=NC(=NC2=O)N)CO)O. Cell line: NCIH23. Synergy scores: CSS=48.9, Synergy_ZIP=2.39, Synergy_Bliss=3.58, Synergy_Loewe=0.741, Synergy_HSA=4.12. (3) Drug 1: CC1=C(C(=O)C2=C(C1=O)N3CC4C(C3(C2COC(=O)N)OC)N4)N. Drug 2: C(CN)CNCCSP(=O)(O)O. Cell line: HCT-15. Synergy scores: CSS=38.9, Synergy_ZIP=-7.52, Synergy_Bliss=-7.39, Synergy_Loewe=-39.9, Synergy_HSA=-5.07.